This data is from Blood-brain barrier penetration binary classification data from Martins et al.. The task is: Regression/Classification. Given a drug SMILES string, predict its absorption, distribution, metabolism, or excretion properties. Task type varies by dataset: regression for continuous measurements (e.g., permeability, clearance, half-life) or binary classification for categorical outcomes (e.g., BBB penetration, CYP inhibition). Dataset: bbb_martins. The result is 1 (penetrates BBB). The compound is CCN(CC)CC(=O)Oc1ccc(NC(C)=O)cc1.